From a dataset of Full USPTO retrosynthesis dataset with 1.9M reactions from patents (1976-2016). Predict the reactants needed to synthesize the given product. (1) Given the product [C:28]([O:32][C:33]([NH:35][C:36]1[S:37][C:38]([Cl:66])=[C:39]([C:41](=[N:45][O:46][C:47]([C:48]2[CH:49]=[CH:50][CH:51]=[CH:52][CH:53]=2)([C:60]2[CH:65]=[CH:64][CH:63]=[CH:62][CH:61]=2)[C:54]2[CH:55]=[CH:56][CH:57]=[CH:58][CH:59]=2)[C:42]([NH:1][C@@H:2]2[C:9](=[O:10])[N:8]3[C@@H:3]2[S:4][CH2:5][C:6]([CH3:27])=[C:7]3[C:11]([O:13][CH:14]([C:21]2[CH:26]=[CH:25][CH:24]=[CH:23][CH:22]=2)[C:15]2[CH:20]=[CH:19][CH:18]=[CH:17][CH:16]=2)=[O:12])=[O:43])[N:40]=1)=[O:34])([CH3:31])([CH3:29])[CH3:30], predict the reactants needed to synthesize it. The reactants are: [NH2:1][CH:2]1[C:9](=[O:10])[N:8]2[CH:3]1[S:4][CH2:5][C:6]([CH3:27])=[C:7]2[C:11]([O:13][CH:14]([C:21]1[CH:26]=[CH:25][CH:24]=[CH:23][CH:22]=1)[C:15]1[CH:20]=[CH:19][CH:18]=[CH:17][CH:16]=1)=[O:12].[C:28]([O:32][C:33]([NH:35][C:36]1[S:37][C:38]([Cl:66])=[C:39]([C:41](=[N:45][O:46][C:47]([C:60]2[CH:65]=[CH:64][CH:63]=[CH:62][CH:61]=2)([C:54]2[CH:59]=[CH:58][CH:57]=[CH:56][CH:55]=2)[C:48]2[CH:53]=[CH:52][CH:51]=[CH:50][CH:49]=2)[C:42](O)=[O:43])[N:40]=1)=[O:34])([CH3:31])([CH3:30])[CH3:29].N1C=CC=CC=1.P(Cl)(Cl)(OCl)=O. (2) Given the product [CH:29]([C:25]1[CH:26]=[CH:27][CH:28]=[C:23]([CH:20]([CH3:22])[CH3:21])[C:24]=1[O:32][C:10]1[CH:11]=[C:12]([C:18]#[N:19])[C:13](=[CH:16][CH:17]=1)[C:14]#[N:15])([CH3:31])[CH3:30], predict the reactants needed to synthesize it. The reactants are: C(=O)([O-])[O-].[Cs+].[Cs+].[N+]([C:10]1[CH:11]=[C:12]([C:18]#[N:19])[C:13](=[CH:16][CH:17]=1)[C:14]#[N:15])([O-])=O.[CH:20]([C:23]1[CH:28]=[CH:27][CH:26]=[C:25]([CH:29]([CH3:31])[CH3:30])[C:24]=1[OH:32])([CH3:22])[CH3:21]. (3) Given the product [CH:16]1([CH2:15][N:12]2[C:11]3[C:10]([C:19]([NH2:21])=[O:20])=[CH:9][C:8]([C:22]4[C:23]([CH3:28])=[N:24][O:25][C:26]=4[CH3:27])=[CH:7][C:6]=3[C:5]3[C:13]2=[CH:14][C:2]([N:1]2[CH2:40][CH2:39][O:38][CH2:37][CH2:36]2)=[CH:3][CH:4]=3)[CH2:18][CH2:17]1, predict the reactants needed to synthesize it. The reactants are: [NH2:1][C:2]1[CH:14]=[C:13]2[C:5]([C:6]3[CH:7]=[C:8]([C:22]4[C:23]([CH3:28])=[N:24][O:25][C:26]=4[CH3:27])[CH:9]=[C:10]([C:19]([NH2:21])=[O:20])[C:11]=3[N:12]2[CH2:15][CH:16]2[CH2:18][CH2:17]2)=[CH:4][CH:3]=1.C([O-])([O-])=O.[Na+].[Na+].Cl[CH2:36][CH2:37][O:38][CH2:39][CH2:40]Cl. (4) The reactants are: [H-].[Na+].[CH3:3][C:4]1[CH:5]=[CH:6][C:7]([S:10]([NH2:13])(=[O:12])=[O:11])=[CH:8][CH:9]=1.[Br:14][C:15]1[CH:20]=[CH:19][C:18]([CH2:21]Br)=[C:17]([CH2:23]Br)[CH:16]=1. Given the product [Br:14][C:15]1[CH:16]=[C:17]2[C:18](=[CH:19][CH:20]=1)[CH2:21][N:13]([S:10]([C:7]1[CH:6]=[CH:5][C:4]([CH3:3])=[CH:9][CH:8]=1)(=[O:12])=[O:11])[CH2:23]2, predict the reactants needed to synthesize it. (5) Given the product [Br:19][CH2:20][CH2:21][CH2:22][CH2:23][CH2:24][CH2:25][CH2:26][NH:18][C:14]1[C:15]2[C:6]([N:7]=[C:8]3[C:13]=1[CH2:12][CH2:11][CH2:10][CH2:9]3)=[CH:5][C:4]([Cl:3])=[CH:17][CH:16]=2, predict the reactants needed to synthesize it. The reactants are: [OH-].[K+].[Cl:3][C:4]1[CH:5]=[C:6]2[C:15](=[CH:16][CH:17]=1)[C:14]([NH2:18])=[C:13]1[C:8]([CH2:9][CH2:10][CH2:11][CH2:12]1)=[N:7]2.[Br:19][CH2:20][CH2:21][CH2:22][CH2:23][CH2:24][CH2:25][CH2:26]Br. (6) Given the product [Cl:12][C:9]1[CH:10]=[CH:11][C:3]2[C:2]([NH:13][C:14]3[CH:19]=[CH:18][CH:17]=[CH:16][CH:15]=3)=[N:7][CH:6]=[N:5][C:4]=2[N:8]=1, predict the reactants needed to synthesize it. The reactants are: Cl[C:2]1[C:3]2[CH:11]=[CH:10][C:9]([Cl:12])=[N:8][C:4]=2[N:5]=[CH:6][N:7]=1.[NH2:13][C:14]1[CH:19]=[CH:18][CH:17]=[CH:16][CH:15]=1. (7) The reactants are: [C:1]([O:14][CH2:15][C:16]1[CH:21]=[CH:20][CH:19]=[CH:18][CH:17]=1)(=[O:13])[CH2:2][C:3]([O:5][CH2:6][C:7]1[CH:12]=[CH:11][CH:10]=[CH:9][CH:8]=1)=[O:4].[Br:22]Br. Given the product [CH2:6]([O:5][C:3](=[O:4])[CH:2]([Br:22])[C:1]([O:14][CH2:15][C:16]1[CH:17]=[CH:18][CH:19]=[CH:20][CH:21]=1)=[O:13])[C:7]1[CH:12]=[CH:11][CH:10]=[CH:9][CH:8]=1, predict the reactants needed to synthesize it. (8) Given the product [ClH:1].[Cl:29][C:6]1[CH:7]=[CH:2][C:3]([C:8]2([OH:28])[CH2:9][CH2:10][N:11]([CH2:14][CH2:15][C:16]3[C:17]([C:19]4[CH:20]=[CH:21][C:22]([F:25])=[CH:23][CH:24]=4)=[N:30][O:27][CH:26]=3)[CH2:12][CH2:13]2)=[CH:4][CH:5]=1, predict the reactants needed to synthesize it. The reactants are: [Cl:1][C:2]1[CH:7]=[CH:6][CH:5]=[CH:4][C:3]=1[C:8]1([OH:28])[CH2:13][CH2:12][N:11]([CH2:14][CH2:15][C:16](=[CH:26][OH:27])[C:17]([C:19]2[CH:24]=[CH:23][C:22]([F:25])=[CH:21][CH:20]=2)=O)[CH2:10][CH2:9]1.[ClH:29].[NH2:30]O.CC(C)=O. (9) Given the product [CH:9]([C:8]1[CH:14]=[CH:15][C:5]([OH:4])=[CH:6][CH:7]=1)=[CH2:10], predict the reactants needed to synthesize it. The reactants are: C([O:4][C:5]1[CH:15]=[CH:14][C:8]([CH:9]=[CH:10]C(O)=O)=[CH:7][CH:6]=1)(=O)C.[OH-].[K+].C([O-])(=O)C.[NH4+]. (10) Given the product [Cl:1][C:2]1[CH:3]=[CH:4][C:5]([O:11][CH2:12][CH2:13][O:15][CH2:16][CH2:17][O:18][CH3:19])=[C:6]([CH:10]=1)[C:7]([OH:9])=[O:8], predict the reactants needed to synthesize it. The reactants are: [Cl:1][C:2]1[CH:3]=[CH:4][C:5]([O:11][CH2:12][CH:13]([O:15][CH3:16])C)=[C:6]([CH:10]=1)[C:7]([OH:9])=[O:8].[CH3:17][O:18][CH2:19]COCCO.